This data is from Peptide-MHC class I binding affinity with 185,985 pairs from IEDB/IMGT. The task is: Regression. Given a peptide amino acid sequence and an MHC pseudo amino acid sequence, predict their binding affinity value. This is MHC class I binding data. (1) The peptide sequence is LVQYMDDILI. The MHC is Mamu-A2201 with pseudo-sequence Mamu-A2201. The binding affinity (normalized) is 0.0418. (2) The peptide sequence is VGNVYVKF. The MHC is HLA-A02:06 with pseudo-sequence HLA-A02:06. The binding affinity (normalized) is 0. (3) The peptide sequence is ARADGILRF. The MHC is HLA-A69:01 with pseudo-sequence HLA-A69:01. The binding affinity (normalized) is 0.0847. (4) The peptide sequence is LTALGMSLNF. The MHC is Mamu-A01 with pseudo-sequence Mamu-A01. The binding affinity (normalized) is 0.691. (5) The peptide sequence is FITTMAPRV. The MHC is HLA-A02:01 with pseudo-sequence HLA-A02:01. The binding affinity (normalized) is 0.678. (6) The peptide sequence is TLNEDLLEI. The MHC is HLA-A02:01 with pseudo-sequence HLA-A02:01. The binding affinity (normalized) is 0.764. (7) The peptide sequence is HIYLGSANM. The MHC is HLA-A02:01 with pseudo-sequence HLA-A02:01. The binding affinity (normalized) is 0.196.